Predict the product of the given reaction. From a dataset of Forward reaction prediction with 1.9M reactions from USPTO patents (1976-2016). (1) The product is: [C:49]([NH:52][CH2:53][S:54][CH2:55][C@H:56]([NH:67][C:5](=[O:7])[C:4]1[CH:8]=[CH:9][C:10]([C:11]([N:13]2[CH2:17][CH2:16][CH2:15][CH2:14]2)=[O:12])=[C:2]([CH3:1])[CH:3]=1)[C:57]1[NH:61][C:60]2[CH:62]=[CH:63][C:64]([Cl:66])=[CH:65][C:59]=2[N:58]=1)(=[O:51])[CH3:50]. Given the reactants [CH3:1][C:2]1[CH:3]=[C:4]([CH:8]=[CH:9][C:10]=1[C:11]([N:13]1[CH2:17][CH2:16][CH2:15][CH2:14]1)=[O:12])[C:5]([OH:7])=O.CN(C(ON1N=NC2C=CC=CC1=2)=[N+](C)C)C.[B-](F)(F)(F)F.C(N(C(C)C)CC)(C)C.[C:49]([NH:52][CH2:53][S:54][CH2:55][C@H:56]([NH2:67])[C:57]1[NH:61][C:60]2[CH:62]=[CH:63][C:64]([Cl:66])=[CH:65][C:59]=2[N:58]=1)(=[O:51])[CH3:50].ClCl, predict the reaction product. (2) Given the reactants [Cl:1][C:2]1[N:10]=[CH:9][C:8]([O:11][CH3:12])=[CH:7][C:3]=1[C:4]([OH:6])=[O:5].S(Cl)(Cl)=O.[CH3:17]O, predict the reaction product. The product is: [Cl:1][C:2]1[N:10]=[CH:9][C:8]([O:11][CH3:12])=[CH:7][C:3]=1[C:4]([O:6][CH3:17])=[O:5]. (3) Given the reactants [O:1]1[C:5]2[CH:6]=[CH:7][CH:8]=[CH:9][C:4]=2[CH:3]=[C:2]1[C:10]1[N:14]2[N:15]=[C:16](Cl)[CH:17]=[CH:18][C:13]2=[N:12][CH:11]=1.[NH:20]1[CH2:24][CH2:23][C@@H:22]([CH2:25][OH:26])[CH2:21]1.C(=O)([O-])O.[Na+], predict the reaction product. The product is: [O:1]1[C:5]2[CH:6]=[CH:7][CH:8]=[CH:9][C:4]=2[CH:3]=[C:2]1[C:10]1[N:14]2[N:15]=[C:16]([N:20]3[CH2:24][CH2:23][C@@H:22]([CH2:25][OH:26])[CH2:21]3)[CH:17]=[CH:18][C:13]2=[N:12][CH:11]=1. (4) Given the reactants P(Cl)(Cl)([Cl:3])=O.[CH3:6][C:7]1[N:12]=[C:11](O)[CH:10]=[C:9]([C:14]2[CH:19]=[CH:18][CH:17]=[CH:16][N:15]=2)[N:8]=1.CN(C)C1C=CC=CC=1, predict the reaction product. The product is: [Cl:3][C:11]1[CH:10]=[C:9]([C:14]2[CH:19]=[CH:18][CH:17]=[CH:16][N:15]=2)[N:8]=[C:7]([CH3:6])[N:12]=1. (5) Given the reactants [CH3:1][O:2][C:3]1[CH:8]=[CH:7][C:6](/[CH:9]=[CH:10]/[C:11]2[CH:16]=[C:15]([O:17][C@@H]3O[C@H](CO)[C@@H](O)[C@H](O)[C@H]3O)[CH:14]=[C:13]([OH:29])[CH:12]=2)=[CH:5][CH:4]=1.C1(C)C=CC(S(O)(=O)=O)=CC=1, predict the reaction product. The product is: [CH3:1][O:2][C:3]1[CH:4]=[CH:5][C:6](/[CH:9]=[CH:10]/[C:11]2[CH:16]=[C:15]([OH:17])[CH:14]=[C:13]([OH:29])[CH:12]=2)=[CH:7][CH:8]=1. (6) The product is: [CH2:1]([O:8][C:9]1[CH:10]=[CH:11][C:12]([CH2:15][C:16]#[CH:17])=[CH:13][CH:14]=1)[C:2]1[CH:3]=[CH:4][CH:5]=[CH:6][CH:7]=1. Given the reactants [CH2:1]([O:8][C:9]1[CH:14]=[CH:13][C:12]([CH2:15][C:16]#[C:17][Si](C)(C)C)=[CH:11][CH:10]=1)[C:2]1[CH:7]=[CH:6][CH:5]=[CH:4][CH:3]=1.C(=O)([O-])[O-].[K+].[K+], predict the reaction product. (7) Given the reactants [OH:1][CH:2]1[CH:8]([NH:9][C:10]([C@@H:12]([NH:17][C:18]([C:20]2[O:21][C:22]3[CH:28]=[CH:27][CH:26]=[CH:25][C:23]=3[CH:24]=2)=[O:19])[CH2:13][CH:14]([CH3:16])[CH3:15])=[O:11])[CH2:7][CH2:6][CH2:5][NH:4][CH2:3]1.C(N(CC)CC)C.[N:36]1[CH:41]=[CH:40][CH:39]=[C:38]([S:42](Cl)(=[O:44])=[O:43])[CH:37]=1.CO, predict the reaction product. The product is: [CH3:16][CH:14]([CH3:15])[CH2:13][C@H:12]([NH:17][C:18]([C:20]1[O:21][C:22]2[CH:28]=[CH:27][CH:26]=[CH:25][C:23]=2[CH:24]=1)=[O:19])[C:10](=[O:11])[NH:9][CH:8]1[CH2:7][CH2:6][CH2:5][N:4]([S:42]([C:38]2[CH:37]=[N:36][CH:41]=[CH:40][CH:39]=2)(=[O:44])=[O:43])[CH2:3][C:2]1=[O:1]. (8) Given the reactants [F:1][C:2]1[CH:7]=[CH:6][C:5]([C:8](=[O:14])[CH2:9][C:10]([O:12][CH3:13])=[O:11])=[CH:4][CH:3]=1.[C:15]1(=O)[CH:20]=[CH:19][C:18](=[O:21])[CH:17]=[CH:16]1.O, predict the reaction product. The product is: [F:1][C:2]1[CH:3]=[CH:4][C:5]([C:8]2[O:14][C:15]3[CH:20]=[CH:19][C:18]([OH:21])=[CH:17][C:16]=3[C:9]=2[C:10]([O:12][CH3:13])=[O:11])=[CH:6][CH:7]=1. (9) Given the reactants [Cl:1][C:2]1[C:7]([O:8][CH3:9])=[CH:6][C:5]([O:10][CH3:11])=[C:4]([Cl:12])[C:3]=1[C:13]1[C:24](=[O:25])[N:23]([CH2:26][CH2:27][N:28]([CH:35]2[CH2:38][N:37](C(OC(C)(C)C)=O)[CH2:36]2)[C:29](=[O:34])[C:30]([F:33])([F:32])[F:31])[C:16]2[N:17]=[C:18]([NH:21][CH3:22])[N:19]=[CH:20][C:15]=2[CH:14]=1.C(O)(C(F)(F)F)=O, predict the reaction product. The product is: [NH:37]1[CH2:36][CH:35]([N:28]([CH2:27][CH2:26][N:23]2[C:16]3[N:17]=[C:18]([NH:21][CH3:22])[N:19]=[CH:20][C:15]=3[CH:14]=[C:13]([C:3]3[C:2]([Cl:1])=[C:7]([O:8][CH3:9])[CH:6]=[C:5]([O:10][CH3:11])[C:4]=3[Cl:12])[C:24]2=[O:25])[C:29](=[O:34])[C:30]([F:31])([F:33])[F:32])[CH2:38]1.